From a dataset of NCI-60 drug combinations with 297,098 pairs across 59 cell lines. Regression. Given two drug SMILES strings and cell line genomic features, predict the synergy score measuring deviation from expected non-interaction effect. (1) Drug 1: C1=NC(=NC(=O)N1C2C(C(C(O2)CO)O)O)N. Drug 2: CS(=O)(=O)OCCCCOS(=O)(=O)C. Cell line: DU-145. Synergy scores: CSS=14.3, Synergy_ZIP=5.16, Synergy_Bliss=12.4, Synergy_Loewe=-3.96, Synergy_HSA=7.68. (2) Drug 1: C1C(C(OC1N2C=C(C(=O)NC2=O)F)CO)O. Drug 2: CC1CCCC2(C(O2)CC(NC(=O)CC(C(C(=O)C(C1O)C)(C)C)O)C(=CC3=CSC(=N3)C)C)C. Cell line: SK-MEL-5. Synergy scores: CSS=48.6, Synergy_ZIP=-3.01, Synergy_Bliss=-2.61, Synergy_Loewe=-1.21, Synergy_HSA=0.316. (3) Drug 1: CC1=C(C(CCC1)(C)C)C=CC(=CC=CC(=CC(=O)O)C)C. Drug 2: C1CC(C1)(C(=O)O)C(=O)O.[NH2-].[NH2-].[Pt+2]. Cell line: NCI-H460. Synergy scores: CSS=30.1, Synergy_ZIP=0.204, Synergy_Bliss=3.05, Synergy_Loewe=-0.188, Synergy_HSA=0.0334. (4) Drug 1: C1=NC2=C(N1)C(=S)N=C(N2)N. Drug 2: C1C(C(OC1N2C=NC3=C(N=C(N=C32)Cl)N)CO)O. Cell line: NCIH23. Synergy scores: CSS=41.1, Synergy_ZIP=-3.97, Synergy_Bliss=-4.49, Synergy_Loewe=-4.32, Synergy_HSA=-3.88.